From a dataset of Full USPTO retrosynthesis dataset with 1.9M reactions from patents (1976-2016). Predict the reactants needed to synthesize the given product. (1) The reactants are: [NH2:1][C:2]1[CH:3]=[C:4]([CH:9]=[CH:10][C:11]=1[F:12])[C:5]([O:7][CH3:8])=[O:6].Br[C:14]1[CH:15]=[N:16][CH:17]=[N:18][CH:19]=1.C(=O)([O-])[O-].[Cs+].[Cs+].C1(P(C2C=CC=CC=2)C2C3OC4C(=CC=CC=4P(C4C=CC=CC=4)C4C=CC=CC=4)C(C)(C)C=3C=CC=2)C=CC=CC=1. Given the product [F:12][C:11]1[CH:10]=[CH:9][C:4]([C:5]([O:7][CH3:8])=[O:6])=[CH:3][C:2]=1[NH:1][C:14]1[CH:15]=[N:16][CH:17]=[N:18][CH:19]=1, predict the reactants needed to synthesize it. (2) Given the product [CH3:25][C:2]([OH:1])([CH2:3][CH2:4][NH:5][CH2:13][C:14]1[CH:19]=[CH:18][CH:17]=[CH:16][C:15]=1[C:20]([F:23])([F:21])[F:22])[CH3:24], predict the reactants needed to synthesize it. The reactants are: [OH:1][C:2]([CH3:25])([CH3:24])[CH2:3][CH2:4][N:5]([CH2:13][C:14]1[CH:19]=[CH:18][CH:17]=[CH:16][C:15]=1[C:20]([F:23])([F:22])[F:21])C(=O)OC(C)(C)C.Cl.O1CCOCC1.C([O-])(O)=O.[Na+]. (3) The reactants are: Cl[C:2]1[C:3]2[C:10]([C:11]3[CH:16]=[CH:15][CH:14]=[CH:13][CH:12]=3)=[CH:9][O:8][C:4]=2[N:5]=[CH:6][N:7]=1.[CH:17]([NH2:20])([CH3:19])[CH3:18]. Given the product [CH:17]([NH:20][C:2]1[C:3]2[C:10]([C:11]3[CH:16]=[CH:15][CH:14]=[CH:13][CH:12]=3)=[CH:9][O:8][C:4]=2[N:5]=[CH:6][N:7]=1)([CH3:19])[CH3:18], predict the reactants needed to synthesize it. (4) The reactants are: [NH2:1][C:2]1[C:7]([Cl:8])=[C:6]([O:9][CH3:10])[CH:5]=[CH:4][C:3]=1[C:11]([CH3:13])=[O:12].[CH:14]([C:17]1[N:18]=[C:19]([C:22](NC2C(C)=C(OC)C=CC=2C(=O)C)=[O:23])[S:20][CH:21]=1)([CH3:16])[CH3:15]. Given the product [CH:14]([C:17]1[N:18]=[C:19]([C:22]([NH:1][C:2]2[C:7]([Cl:8])=[C:6]([O:9][CH3:10])[CH:5]=[CH:4][C:3]=2[C:11](=[O:12])[CH3:13])=[O:23])[S:20][CH:21]=1)([CH3:16])[CH3:15], predict the reactants needed to synthesize it. (5) Given the product [Cl:17][C:18]1[C:19]([O:55][CH2:54][CH:51]2[CH2:52][CH2:53][C:48]3([CH2:46][CH2:47]3)[CH2:49][CH2:50]2)=[CH:20][C:21]([F:32])=[C:22]([CH:31]=1)[C:23]([NH:25][S:26]([CH2:29][CH3:30])(=[O:28])=[O:27])=[O:24], predict the reactants needed to synthesize it. The reactants are: ClC1C(F)=CC(F)=C(C=1)C(NS(C)(=O)=O)=O.[Cl:17][C:18]1[C:19](F)=[CH:20][C:21]([F:32])=[C:22]([CH:31]=1)[C:23]([NH:25][S:26]([CH2:29][CH3:30])(=[O:28])=[O:27])=[O:24].C12(CO)CC3CC(CC(C3)C1)C2.[CH2:46]1[C:48]2([CH2:53][CH2:52][CH:51]([CH2:54][OH:55])[CH2:50][CH2:49]2)[CH2:47]1. (6) Given the product [CH3:8][C:2]([C:9]1[CH:14]=[CH:13][C:12]([N+:15]([O-:17])=[O:16])=[CH:11][CH:10]=1)([CH3:1])[CH2:3][OH:4], predict the reactants needed to synthesize it. The reactants are: [CH3:1][C:2]([C:9]1[CH:14]=[CH:13][C:12]([N+:15]([O-:17])=[O:16])=[CH:11][CH:10]=1)([CH3:8])[C:3](OCC)=[O:4].[H-].C([Al+]CC(C)C)C(C)C. (7) Given the product [S:2]([C:5]([C:8]([C:11]([C:14]([O:17][CH3:18])([F:16])[F:15])([F:13])[F:12])([F:10])[F:9])([F:7])[F:6])([O:19][Li:21])(=[O:4])=[O:3], predict the reactants needed to synthesize it. The reactants are: F[S:2]([C:5]([C:8]([C:11]([C:14]([O:17][CH3:18])([F:16])[F:15])([F:13])[F:12])([F:10])[F:9])([F:7])[F:6])(=[O:4])=[O:3].[OH2:19].[OH-].[Li+:21].C(=O)=O.[OH-].[Li+].